From a dataset of Catalyst prediction with 721,799 reactions and 888 catalyst types from USPTO. Predict which catalyst facilitates the given reaction. (1) Reactant: [CH3:1][N:2]1[CH2:7][CH2:6][C:5]2[N:8]=[C:9]([C:11]([O-:13])=O)[S:10][C:4]=2[CH2:3]1.[Li+].[ClH:15].CN(C)CCCN=C=NCC.O.O[N:29]1[C:33]2C=[CH:35][CH:36]=[CH:37][C:32]=2[N:31]=N1. Product: [ClH:15].[NH2:29][C@@H:33]1[CH2:35][CH2:36][CH2:37][C@H:32]1[NH:31][C:11]([C:9]1[S:10][C:4]2[CH2:3][N:2]([CH3:1])[CH2:7][CH2:6][C:5]=2[N:8]=1)=[O:13]. The catalyst class is: 9. (2) Reactant: [C:1]([CH:4]1[C:8](=O)[CH:7]([C:10]2[CH:15]=[CH:14][C:13]([Cl:16])=[CH:12][CH:11]=2)[N:6]([C:17]2[CH:22]=[C:21]([CH3:23])[C:20](=[O:24])[N:19]([CH3:25])[CH:18]=2)[C:5]1=[O:26])(=O)[CH3:2].Cl.[CH:28]1([NH:31][NH2:32])[CH2:30][CH2:29]1. Product: [Cl:16][C:13]1[CH:14]=[CH:15][C:10]([CH:7]2[C:8]3[N:31]([CH:28]4[CH2:30][CH2:29]4)[N:32]=[C:1]([CH3:2])[C:4]=3[C:5](=[O:26])[N:6]2[C:17]2[CH:22]=[C:21]([CH3:23])[C:20](=[O:24])[N:19]([CH3:25])[CH:18]=2)=[CH:11][CH:12]=1. The catalyst class is: 513. (3) Reactant: [Cl:1][C:2]1[CH:7]=[CH:6][C:5]([N:8]2[C:16](=[O:17])[C:15]3[N:14]=[CH:13][N:12]([C:18]4[CH:19]=[C:20]([CH:23]=[CH:24][CH:25]=4)[C:21]#[N:22])[C:11]=3[N:10]=[C:9]2[C:26]2[CH:31]=[CH:30][C:29](B3OC(C)(C)C(C)(C)O3)=[CH:28][CH:27]=2)=[CH:4][CH:3]=1.[NH2:41][C:42]1[CH:47]=[CH:46][C:45](Br)=[CH:44][N:43]=1.C(=O)([O-])[O-].[Cs+].[Cs+]. Product: [NH2:41][C:42]1[N:43]=[CH:44][C:45]([C:29]2[CH:28]=[CH:27][C:26]([C:9]3[N:8]([C:5]4[CH:6]=[CH:7][C:2]([Cl:1])=[CH:3][CH:4]=4)[C:16](=[O:17])[C:15]4[N:14]=[CH:13][N:12]([C:18]5[CH:19]=[C:20]([CH:23]=[CH:24][CH:25]=5)[C:21]#[N:22])[C:11]=4[N:10]=3)=[CH:31][CH:30]=2)=[CH:46][CH:47]=1. The catalyst class is: 423. (4) Reactant: [C:1]([O:5][C:6]([N:8]1[CH2:13][CH2:12][N:11]([C:14]2[CH:22]=[CH:21][C:17]([C:18]([OH:20])=O)=[CH:16][C:15]=2[CH3:23])[CH2:10][CH2:9]1)=[O:7])([CH3:4])([CH3:3])[CH3:2].Cl.[CH2:25]([NH2:27])[CH3:26].Cl.C(N=C=NCCCN(C)C)C.O.N1(O)C2C=CC=CC=2N=N1.CN1CCOCC1. Product: [CH2:25]([NH:27][C:18]([C:17]1[CH:21]=[CH:22][C:14]([N:11]2[CH2:10][CH2:9][N:8]([C:6]([O:5][C:1]([CH3:3])([CH3:2])[CH3:4])=[O:7])[CH2:13][CH2:12]2)=[C:15]([CH3:23])[CH:16]=1)=[O:20])[CH3:26]. The catalyst class is: 18. (5) Reactant: Cl[C:2]1[C:11]2[C:6](=[CH:7][CH:8]=[CH:9][C:10]=2[F:12])[N:5]=[CH:4][N:3]=1.[NH2:13][C:14]1[CH:19]=[CH:18][C:17]([OH:20])=[C:16]([F:21])[CH:15]=1. Product: [F:21][C:16]1[CH:15]=[C:14]([NH:13][C:2]2[C:11]3[C:6](=[CH:7][CH:8]=[CH:9][C:10]=3[F:12])[N:5]=[CH:4][N:3]=2)[CH:19]=[CH:18][C:17]=1[OH:20]. The catalyst class is: 32.